From a dataset of Reaction yield outcomes from USPTO patents with 853,638 reactions. Predict the reaction yield, written as a fraction of the theoretical maximum amount of product (1.0 means a 100% yield; for example, 0.34 means a 34% yield). (1) The reactants are C1(C)C=CC=CC=1.C(=O)([O-])O.[Na+].I[C:14]1[C:19]([O:20][C:21]2[C:30]3[C:25](=[CH:26][C:27]([O:33][CH3:34])=[C:28]([O:31][CH3:32])[CH:29]=3)[N:24]=[CH:23][CH:22]=2)=[CH:18][CH:17]=[C:16]([CH3:35])[N:15]=1.[NH2:36][C:37]1[CH:38]=[C:39](B(O)O)[CH:40]=[CH:41][CH:42]=1. The catalyst is O.CN(C)C=O. The product is [CH3:32][O:31][C:28]1[CH:29]=[C:30]2[C:25](=[CH:26][C:27]=1[O:33][CH3:34])[N:24]=[CH:23][CH:22]=[C:21]2[O:20][C:19]1[C:14]([C:41]2[CH:42]=[C:37]([NH2:36])[CH:38]=[CH:39][CH:40]=2)=[N:15][C:16]([CH3:35])=[CH:17][CH:18]=1. The yield is 0.850. (2) The reactants are [NH:1]1[CH2:5][CH:4]=[C:3]([C:6]2[C:10]([C:11]3[N:12]=[C:13]([NH:16][C:17]4[N:22]=[C:21]([CH3:23])[CH:20]=[CH:19][N:18]=4)[S:14][CH:15]=3)=[CH:9][N:8]([CH2:24][C:25]3[CH:30]=[CH:29][C:28]([O:31][CH3:32])=[CH:27][CH:26]=3)[N:7]=2)[CH2:2]1.Cl[C:34]([O:36][CH3:37])=[O:35].CCN(CC)CC. The catalyst is C(Cl)Cl. The product is [CH3:32][O:31][C:28]1[CH:27]=[CH:26][C:25]([CH2:24][N:8]2[CH:9]=[C:10]([C:11]3[N:12]=[C:13]([NH:16][C:17]4[N:22]=[C:21]([CH3:23])[CH:20]=[CH:19][N:18]=4)[S:14][CH:15]=3)[C:6]([C:3]3[CH2:2][N:1]([C:34]([O:36][CH3:37])=[O:35])[CH2:5][CH:4]=3)=[N:7]2)=[CH:30][CH:29]=1. The yield is 0.750. (3) The reactants are Br[C:2]1[CH:7]=[CH:6][C:5]([C:8](=[C:16]2[CH2:21][CH2:20][CH2:19][CH2:18][CH2:17]2)[C:9]2[CH:14]=[CH:13][C:12]([OH:15])=[CH:11][CH:10]=2)=[CH:4][CH:3]=1.[C:22]([O:26][C:27]([CH3:30])([CH3:29])[CH3:28])(=[O:25])[CH:23]=[CH2:24].C(N(CC)CC)C.CC1C=CC=CC=1P(C1C=CC=CC=1C)C1C=CC=CC=1C.II.CC(O)=O. The product is [C:16]1(=[C:8]([C:9]2[CH:14]=[CH:13][C:12]([OH:15])=[CH:11][CH:10]=2)[C:5]2[CH:6]=[CH:7][C:2](/[CH:24]=[CH:23]/[C:22]([O:26][C:27]([CH3:30])([CH3:29])[CH3:28])=[O:25])=[CH:3][CH:4]=2)[CH2:21][CH2:20][CH2:19][CH2:18][CH2:17]1. The catalyst is CC([O-])=O.CC([O-])=O.[Pd+2].O.CCOC(C)=O.CC#N. The yield is 0.760. (4) The reactants are C(=O)([O-])[O-].[K+].[K+].Cl.Cl[CH2:9][CH2:10][N:11]1[CH2:16][CH2:15][O:14][CH2:13][CH2:12]1.CN1CCCC1=O.[F:24][C:25]1[CH:34]=[CH:33][C:32]([O:35][CH2:36][CH2:37][CH3:38])=[C:31]2[C:26]=1[C:27](=[O:47])[C:28]([C:39]1[CH:44]=[CH:43][C:42]([O:45][CH3:46])=[CH:41][CH:40]=1)=[CH:29][NH:30]2. The catalyst is C(OCC)(=O)C.O. The product is [F:24][C:25]1[CH:34]=[CH:33][C:32]([O:35][CH2:36][CH2:37][CH3:38])=[C:31]2[C:26]=1[C:27](=[O:47])[C:28]([C:39]1[CH:40]=[CH:41][C:42]([O:45][CH3:46])=[CH:43][CH:44]=1)=[CH:29][N:30]2[CH2:9][CH2:10][N:11]1[CH2:16][CH2:15][O:14][CH2:13][CH2:12]1. The yield is 0.750. (5) The yield is 0.412. No catalyst specified. The reactants are [Cl:1][C:2]1[CH:10]=[C:6]([C:7]([OH:9])=O)[C:5]([OH:11])=[CH:4][CH:3]=1.[Cl:12][C:13]1[CH:14]=[C:15]([CH:17]=[C:18]([Cl:20])[CH:19]=1)[NH2:16]. The product is [Cl:1][C:2]1[CH:3]=[CH:4][C:5]([OH:11])=[C:6]([CH:10]=1)[C:7]([NH:16][C:15]1[CH:14]=[C:13]([Cl:12])[CH:19]=[C:18]([Cl:20])[CH:17]=1)=[O:9]. (6) The reactants are C([O-])([O-])=O.[Na+].[Na+].[N:7]1[CH:12]=[CH:11][C:10]([C:13]([NH:15][NH2:16])=[O:14])=[CH:9][CH:8]=1.[CH2:17]([O:19][C:20]1[CH:21]=[C:22]([CH:26]=[CH:27][C:28]=1[O:29][CH2:30][CH3:31])[C:23](Cl)=O)[CH3:18].O. The catalyst is CN1C(=O)CCC1. The product is [CH2:17]([O:19][C:20]1[CH:21]=[C:22]([C:23]2[O:14][C:13]([C:10]3[CH:11]=[CH:12][N:7]=[CH:8][CH:9]=3)=[N:15][N:16]=2)[CH:26]=[CH:27][C:28]=1[O:29][CH2:30][CH3:31])[CH3:18]. The yield is 0.670.